This data is from Catalyst prediction with 721,799 reactions and 888 catalyst types from USPTO. The task is: Predict which catalyst facilitates the given reaction. Reactant: [F:1][C:2]1[CH:10]=[C:9]([CH3:11])[CH:8]=[C:7]([F:12])[C:3]=1[C:4]([OH:6])=[O:5].O[N:14]1[C:18](=[O:19])[CH2:17][CH2:16][C:15]1=[O:20].C(N=C=NC(C)C)(C)C. Product: [F:1][C:2]1[CH:10]=[C:9]([CH3:11])[CH:8]=[C:7]([F:12])[C:3]=1[C:4]([O:6][N:14]1[C:18](=[O:19])[CH2:17][CH2:16][C:15]1=[O:20])=[O:5]. The catalyst class is: 1.